Dataset: CYP3A4 inhibition data for predicting drug metabolism from PubChem BioAssay. Task: Regression/Classification. Given a drug SMILES string, predict its absorption, distribution, metabolism, or excretion properties. Task type varies by dataset: regression for continuous measurements (e.g., permeability, clearance, half-life) or binary classification for categorical outcomes (e.g., BBB penetration, CYP inhibition). Dataset: cyp3a4_veith. The compound is O=C(/C=C\c1ccc(O)c(O)c1)O[C@@H](Cc1ccc(O)c(O)c1)C(=O)O. The result is 0 (non-inhibitor).